From a dataset of Peptide-MHC class II binding affinity with 134,281 pairs from IEDB. Regression. Given a peptide amino acid sequence and an MHC pseudo amino acid sequence, predict their binding affinity value. This is MHC class II binding data. (1) The peptide sequence is FTNFKVAYSKSLKEL. The MHC is DRB1_0101 with pseudo-sequence DRB1_0101. The binding affinity (normalized) is 0.955. (2) The peptide sequence is YGKFLANVSTVLTGK. The MHC is DRB3_0202 with pseudo-sequence DRB3_0202. The binding affinity (normalized) is 0.991. (3) The peptide sequence is FFGQNTAAIAATEAQ. The MHC is DRB1_0404 with pseudo-sequence DRB1_0404. The binding affinity (normalized) is 0.343. (4) The binding affinity (normalized) is 0.590. The peptide sequence is DSNYKLAVDGLLSKV. The MHC is DRB1_0701 with pseudo-sequence DRB1_0701. (5) The peptide sequence is HAYYLQYKNVRPDYL. The MHC is DRB1_1201 with pseudo-sequence DRB1_1201. The binding affinity (normalized) is 0.101. (6) The peptide sequence is KGSNEKHLAVLVKYE. The MHC is HLA-DPA10201-DPB10501 with pseudo-sequence HLA-DPA10201-DPB10501. The binding affinity (normalized) is 0.398. (7) The peptide sequence is RQIRMAKLLGRDPEQS. The MHC is DRB3_0101 with pseudo-sequence DRB3_0101. The binding affinity (normalized) is 0.176. (8) The peptide sequence is GMNPSHCNEMSWIQS. The MHC is HLA-DPA10103-DPB10201 with pseudo-sequence HLA-DPA10103-DPB10201. The binding affinity (normalized) is 0.109. (9) The peptide sequence is YFHRRDLRLMANAICSAV. The MHC is DRB1_0401 with pseudo-sequence DRB1_0401. The binding affinity (normalized) is 0.396. (10) The peptide sequence is EKKYFAATQFAPLAA. The MHC is HLA-DQA10501-DQB10301 with pseudo-sequence HLA-DQA10501-DQB10301. The binding affinity (normalized) is 0.284.